Task: Regression. Given a peptide amino acid sequence and an MHC pseudo amino acid sequence, predict their binding affinity value. This is MHC class II binding data.. Dataset: Peptide-MHC class II binding affinity with 134,281 pairs from IEDB (1) The peptide sequence is AHARSYQTLSTQAAA. The MHC is HLA-DQA10501-DQB10301 with pseudo-sequence HLA-DQA10501-DQB10301. The binding affinity (normalized) is 0.236. (2) The peptide sequence is MNDLQVSRTMDSGRL. The MHC is DRB1_0101 with pseudo-sequence DRB1_0101. The binding affinity (normalized) is 0.501. (3) The peptide sequence is VLRTKLMSTRRVLER. The MHC is DRB1_0802 with pseudo-sequence DRB1_0802. The binding affinity (normalized) is 0.473. (4) The peptide sequence is AAATAGTTQYGAFAA. The MHC is HLA-DQA10401-DQB10402 with pseudo-sequence HLA-DQA10401-DQB10402. The binding affinity (normalized) is 0.406. (5) The peptide sequence is ASPWSWPDLDLKPGA. The MHC is DRB1_0901 with pseudo-sequence DRB1_0901. The binding affinity (normalized) is 0.147. (6) The peptide sequence is IPTFLQEALNIALVA. The MHC is H-2-IAb with pseudo-sequence H-2-IAb. The binding affinity (normalized) is 0.